From a dataset of Full USPTO retrosynthesis dataset with 1.9M reactions from patents (1976-2016). Predict the reactants needed to synthesize the given product. The reactants are: Cl[CH2:2][C:3]1[N:4]=[C:5]([C:9]2[O:10][CH:11]=[CH:12][CH:13]=2)[O:6][C:7]=1[CH3:8].[OH:14][C:15]1[CH:16]=[C:17]([CH:20]=[CH:21][CH:22]=1)[CH2:18][OH:19].C(=O)([O-])[O-].[K+].[K+].CN(C)C=O. Given the product [O:10]1[CH:11]=[CH:12][CH:13]=[C:9]1[C:5]1[O:6][C:7]([CH3:8])=[C:3]([CH2:2][O:14][C:15]2[CH:16]=[C:17]([CH2:18][OH:19])[CH:20]=[CH:21][CH:22]=2)[N:4]=1, predict the reactants needed to synthesize it.